This data is from Full USPTO retrosynthesis dataset with 1.9M reactions from patents (1976-2016). The task is: Predict the reactants needed to synthesize the given product. Given the product [CH3:1][O:2][C:3]1[CH:47]=[C:46]([O:48][CH3:49])[CH:45]=[CH:44][C:4]=1[CH2:5][N:6]1[C:9](=[O:10])[C@@H:8]([NH:11][C:12](=[O:21])[O:13][CH2:14][C:15]2[CH:20]=[CH:19][CH:18]=[CH:17][CH:16]=2)[C@H:7]1[CH2:22][N:23]1[N:27]=[C:26]2[CH2:28][N:31]([S:32]([C:35]3[CH:40]=[CH:39][CH:38]=[CH:37][C:36]=3[N+:41]([O-:43])=[O:42])(=[O:34])=[O:33])[CH2:30][C:25]2=[N:24]1, predict the reactants needed to synthesize it. The reactants are: [CH3:1][O:2][C:3]1[CH:47]=[C:46]([O:48][CH3:49])[CH:45]=[CH:44][C:4]=1[CH2:5][N:6]1[C:9](=[O:10])[C@@H:8]([NH:11][C:12](=[O:21])[O:13][CH2:14][C:15]2[CH:20]=[CH:19][CH:18]=[CH:17][CH:16]=2)[C@H:7]1[CH2:22][N:23]1[N:27]=[C:26]([CH2:28]O)[C:25]([CH2:30][NH:31][S:32]([C:35]2[CH:40]=[CH:39][CH:38]=[CH:37][C:36]=2[N+:41]([O-:43])=[O:42])(=[O:34])=[O:33])=[N:24]1.C1(P(C2C=CC=CC=2)C2C=CC=CC=2)C=CC=CC=1.CC(OC(/N=N/C(OC(C)C)=O)=O)C.